Dataset: Catalyst prediction with 721,799 reactions and 888 catalyst types from USPTO. Task: Predict which catalyst facilitates the given reaction. (1) Reactant: [Cl:1][C:2]1[CH:7]=[CH:6][C:5]([C:8]2[CH:13]=[N:12][N:11]3[C:14](=[O:25])[N:15]([CH2:17][C:18]4[CH:19]=[N:20][C:21](Cl)=[CH:22][CH:23]=4)[N:16]=[C:10]3[C:9]=2[C:26]2[CH:31]=[CH:30][N:29]=[CH:28][CH:27]=2)=[CH:4][CH:3]=1.[CH3:32][NH:33][CH3:34]. Product: [Cl:1][C:2]1[CH:7]=[CH:6][C:5]([C:8]2[CH:13]=[N:12][N:11]3[C:14](=[O:25])[N:15]([CH2:17][C:18]4[CH:19]=[N:20][C:21]([N:33]([CH3:34])[CH3:32])=[CH:22][CH:23]=4)[N:16]=[C:10]3[C:9]=2[C:26]2[CH:31]=[CH:30][N:29]=[CH:28][CH:27]=2)=[CH:4][CH:3]=1. The catalyst class is: 6. (2) Reactant: [CH2:1]([O:3][C:4](=[O:25])[C:5]1[CH:10]=[C:9]([F:11])[C:8](SCC)=[N:7][C:6]=1[NH:15][CH2:16][C:17]1[CH:22]=[CH:21][C:20]([O:23][CH3:24])=[CH:19][CH:18]=1)[CH3:2]. Product: [CH2:1]([O:3][C:4](=[O:25])[C:5]1[CH:10]=[C:9]([F:11])[CH:8]=[N:7][C:6]=1[NH:15][CH2:16][C:17]1[CH:22]=[CH:21][C:20]([O:23][CH3:24])=[CH:19][CH:18]=1)[CH3:2]. The catalyst class is: 470. (3) Reactant: C[O:2][C:3]1[C:8]2[C:9]([C:18]3[CH:23]=[CH:22][C:21]([CH2:24][C:25]#[N:26])=[CH:20][CH:19]=3)=[CH:10][N:11]([CH:12]([CH2:16][CH3:17])[CH2:13][O:14][CH3:15])[C:7]=2[CH:6]=[CH:5][N:4]=1.[I-].[Na+].Cl[Si](C)(C)C.C(=O)([O-])O.[Na+]. Product: [CH3:15][O:14][CH2:13][CH:12]([N:11]1[C:7]2[CH:6]=[CH:5][NH:4][C:3](=[O:2])[C:8]=2[C:9]([C:18]2[CH:19]=[CH:20][C:21]([CH2:24][C:25]#[N:26])=[CH:22][CH:23]=2)=[CH:10]1)[CH2:16][CH3:17]. The catalyst class is: 10. (4) Reactant: [CH3:1][O:2][C:3](=[O:12])[CH2:4][C@H:5]1[CH2:10][CH2:9][C@@H:8]([OH:11])[CH2:7][CH2:6]1.[H-].[Na+].I[CH3:16]. Product: [CH3:1][O:2][C:3](=[O:12])[CH2:4][C@H:5]1[CH2:10][CH2:9][C@@H:8]([O:11][CH3:16])[CH2:7][CH2:6]1. The catalyst class is: 3.